This data is from Full USPTO retrosynthesis dataset with 1.9M reactions from patents (1976-2016). The task is: Predict the reactants needed to synthesize the given product. (1) Given the product [C:3]([O:7][C:8]([N:10]1[CH2:11][CH:12]=[C:13]([C:16]2[C:24]3[C:19](=[CH:20][CH:21]=[C:22]([C:25]([O:27][CH3:28])=[O:26])[CH:23]=3)[NH:18][CH:17]=2)[CH2:14][CH2:15]1)=[O:9])([CH3:6])([CH3:4])[CH3:5], predict the reactants needed to synthesize it. The reactants are: IC.[C:3]([O:7][C:8]([N:10]1[CH2:15][CH:14]=[C:13]([C:16]2[C:24]3[C:19](=[CH:20][CH:21]=[C:22]([C:25]([OH:27])=[O:26])[CH:23]=3)[NH:18][CH:17]=2)[CH2:12][CH2:11]1)=[O:9])([CH3:6])([CH3:5])[CH3:4].[C:28](=O)([O-])[O-].[K+].[K+]. (2) Given the product [C:6]([O:5][C:3](=[O:10])[NH:4][CH:91]([C:92]1[CH:80]=[CH:79][CH:78]=[C:77]([N:84]2[CH2:89][CH2:88][O:87][CH2:86][CH2:85]2)[C:76]=1[F:75])[CH2:90][OH:93])([CH3:9])([CH3:8])[CH3:7], predict the reactants needed to synthesize it. The reactants are: [OH-].[Na+].[C:3](=[O:10])([O:5][C:6]([CH3:9])([CH3:8])[CH3:7])[NH2:4].ClOC(C)(C)C.CC[C@@H]1[C@@H]2C[C@H]([C@@H](OC3C4C(=CC=CC=4)C(O[C@@H](C4C=CN=C5C=4C=C(OC)C=C5)[C@@H]4N5C[C@H](CC)[C@@H](CC5)C4)=NN=3)C3C=CN=C4C=3C=C(OC)C=C4)N(CC2)C1.[F:75][C:76]1C=[CH:80][C:79](C=C)=[CH:78][C:77]=1[N:84]1[CH2:89][CH2:88][O:87][CH2:86][CH2:85]1.[CH2:90]([OH:93])[CH2:91][CH3:92]. (3) Given the product [I:35][CH2:6][CH2:7][CH2:8][CH2:9][CH2:10][CH2:11][CH2:12][CH2:13][CH:14]1[C:23]2[C:18](=[CH:19][C:20]([O:24][CH3:25])=[CH:21][CH:22]=2)[S:17][CH2:16][C:15]1([C:27]1[CH:32]=[CH:31][C:30]([O:33][CH3:34])=[CH:29][CH:28]=1)[CH3:26], predict the reactants needed to synthesize it. The reactants are: CS(O[CH2:6][CH2:7][CH2:8][CH2:9][CH2:10][CH2:11][CH2:12][CH2:13][CH:14]1[C:23]2[C:18](=[CH:19][C:20]([O:24][CH3:25])=[CH:21][CH:22]=2)[S:17][CH2:16][C:15]1([C:27]1[CH:32]=[CH:31][C:30]([O:33][CH3:34])=[CH:29][CH:28]=1)[CH3:26])(=O)=O.[I-:35].[Na+]. (4) The reactants are: [CH3:1][C:2]([C:4]1[CH:5]=[CH:6][C:7]([OH:10])=[CH:8][CH:9]=1)=[O:3].[Br:11][C:12]1[CH:19]=[CH:18][C:15]([CH2:16]Br)=[CH:14][CH:13]=1.C(=O)([O-])[O-].[K+].[K+]. Given the product [Br:11][C:12]1[CH:19]=[CH:18][C:15]([CH2:16][O:10][C:7]2[CH:8]=[CH:9][C:4]([C:2](=[O:3])[CH3:1])=[CH:5][CH:6]=2)=[CH:14][CH:13]=1, predict the reactants needed to synthesize it. (5) Given the product [Cl:1][C:2]1[CH:3]=[C:4]2[C:9](=[CH:10][CH:11]=1)[CH2:8][N:7]([C:21]([C:20]1[CH:24]=[C:16]([S:13]([CH3:12])(=[O:14])=[O:15])[CH:17]=[CH:18][C:19]=1[O:25][C@@H:26]([CH3:31])[C:27]([F:29])([F:30])[F:28])=[O:22])[CH2:6][CH2:5]2, predict the reactants needed to synthesize it. The reactants are: [Cl:1][C:2]1[CH:3]=[C:4]2[C:9](=[CH:10][CH:11]=1)[CH2:8][NH:7][CH2:6][CH2:5]2.[CH3:12][S:13]([C:16]1[CH:17]=[CH:18][C:19]([O:25][C@@H:26]([CH3:31])[C:27]([F:30])([F:29])[F:28])=[C:20]([CH:24]=1)[C:21](O)=[O:22])(=[O:15])=[O:14]. (6) Given the product [CH3:14][C@@H:4]1[CH2:3][CH2:2][N:7]([C:8]2[CH:12]=[CH:11][N:10]([CH3:13])[N:9]=2)[C:5]1=[O:6], predict the reactants needed to synthesize it. The reactants are: O[CH2:2][CH2:3][C@@H:4]([CH3:14])[C:5]([NH:7][C:8]1[CH:12]=[CH:11][N:10]([CH3:13])[N:9]=1)=[O:6].C(P(CCCC)CCCC)CCC.C1(C)C=CC=CC=1.N(C(OCC)=O)=NC(OCC)=O. (7) Given the product [CH:1]1([CH2:6][CH:7]([N:11]2[C:16](=[O:17])[CH:15]=[C:14]([O:18][C:19]3[CH:24]=[CH:23][CH:22]=[CH:21][CH:20]=3)[CH:13]=[N:12]2)[C:8]([NH:54][C:55]2[CH:59]=[CH:58][N:57]([CH2:60][C:61]([OH:63])([CH3:62])[CH3:64])[N:56]=2)=[O:9])[CH2:5][CH2:4][CH2:3][CH2:2]1, predict the reactants needed to synthesize it. The reactants are: [CH:1]1([CH2:6][CH:7]([N:11]2[C:16](=[O:17])[CH:15]=[C:14]([O:18][C:19]3[CH:24]=[CH:23][CH:22]=[CH:21][CH:20]=3)[CH:13]=[N:12]2)[C:8](O)=[O:9])[CH2:5][CH2:4][CH2:3][CH2:2]1.C(N(CC)C(C)C)(C)C.[B-](F)(F)(F)F.CN(C(ON1C(=O)CCC1=O)=[N+](C)C)C.[NH2:54][C:55]1[CH:59]=[CH:58][N:57]([CH2:60][C:61]([CH3:64])([OH:63])[CH3:62])[N:56]=1.